From a dataset of Full USPTO retrosynthesis dataset with 1.9M reactions from patents (1976-2016). Predict the reactants needed to synthesize the given product. Given the product [C:1]1([S:7]([CH:9]=[C:32]([C:27]2[CH:28]=[C:29]([Cl:31])[CH:30]=[C:25]([Cl:24])[CH:26]=2)[C:33]([F:36])([F:35])[F:34])=[O:8])[CH:2]=[CH:3][CH:4]=[CH:5][CH:6]=1, predict the reactants needed to synthesize it. The reactants are: [C:1]1([S:7]([CH2:9]P(=O)(OCC)OCC)=[O:8])[CH:6]=[CH:5][CH:4]=[CH:3][CH:2]=1.CC(C)([O-])C.[K+].[Cl:24][C:25]1[CH:26]=[C:27]([C:32](=O)[C:33]([F:36])([F:35])[F:34])[CH:28]=[C:29]([Cl:31])[CH:30]=1.